From a dataset of Full USPTO retrosynthesis dataset with 1.9M reactions from patents (1976-2016). Predict the reactants needed to synthesize the given product. (1) The reactants are: [I:1][C:2]1[CH:3]=[C:4]([CH:9]2[C:14]([C:15]([O:17][CH3:18])=[O:16])=[C:13](C)[NH:12][C:11]3[CH2:20][O:21][CH2:22][C:23](=[O:24])[C:10]2=3)[CH:5]=[CH:6][C:7]=1[CH3:8].N1C=CC=CC=1.[Br-].[Br-].[Br-].[NH+]1C=CC=CC=1.[NH+]1C=CC=CC=1.[NH+]1C=CC=CC=1.Cl. Given the product [I:1][C:2]1[CH:3]=[C:4]([CH:9]2[C:10]3[C:23](=[O:24])[CH2:22][O:21][CH2:20][C:11]=3[NH:12][C:13]3[CH2:18][O:17][C:15](=[O:16])[C:14]2=3)[CH:5]=[CH:6][C:7]=1[CH3:8], predict the reactants needed to synthesize it. (2) The reactants are: CON(C)[C:4](=[O:12])[C:5]1[CH:10]=[CH:9][CH:8]=[C:7]([CH3:11])[CH:6]=1.[CH:14]1([Mg]Br)[CH2:16][CH2:15]1. Given the product [CH:14]1([C:4]([C:5]2[CH:6]=[C:7]([CH3:11])[CH:8]=[CH:9][CH:10]=2)=[O:12])[CH2:16][CH2:15]1, predict the reactants needed to synthesize it. (3) Given the product [CH2:9]([CH:8]([N:6]1[CH:7]=[C:2]([CH3:16])[N:3]=[C:4]([S:14][CH3:15])[C:5]1=[O:13])[CH2:11][CH3:12])[CH3:10], predict the reactants needed to synthesize it. The reactants are: Br[C:2]1[N:3]=[C:4]([S:14][CH3:15])[C:5](=[O:13])[N:6]([CH:8]([CH2:11][CH3:12])[CH2:9][CH3:10])[CH:7]=1.[CH3:16][Al](C)C. (4) Given the product [Br:1][C:2]1[CH:3]=[C:4]2[C:8](=[CH:9][CH:10]=1)[NH:7][C:6]([C:11]([NH2:24])=[O:13])=[C:5]2[S:16]([N:19]1[CH2:20][CH2:21][CH2:22][CH2:23]1)(=[O:18])=[O:17], predict the reactants needed to synthesize it. The reactants are: [Br:1][C:2]1[CH:3]=[C:4]2[C:8](=[CH:9][CH:10]=1)[NH:7][C:6]([C:11]([O:13]CC)=O)=[C:5]2[S:16]([N:19]1[CH2:23][CH2:22][CH2:21][CH2:20]1)(=[O:18])=[O:17].[NH3:24].CO. (5) Given the product [CH3:1][O:2][C:3]1[CH:4]=[C:5]2[C:10](=[CH:11][C:12]=1[O:13][CH3:14])[N:9]=[CH:8][CH:7]=[C:6]2[O:15][C:16]1[CH:22]=[CH:21][C:19]([NH:20][C:24](=[O:26])[O:41][CH:37]([CH2:36][CH3:35])[CH2:38][C:39]#[CH:40])=[CH:18][CH:17]=1, predict the reactants needed to synthesize it. The reactants are: [CH3:1][O:2][C:3]1[CH:4]=[C:5]2[C:10](=[CH:11][C:12]=1[O:13][CH3:14])[N:9]=[CH:8][CH:7]=[C:6]2[O:15][C:16]1[CH:22]=[CH:21][C:19]([NH2:20])=[CH:18][CH:17]=1.Cl[C:24](Cl)([O:26]C(=O)OC(Cl)(Cl)Cl)Cl.[CH3:35][CH2:36][CH:37]([OH:41])[CH2:38][C:39]#[CH:40].C(=O)(O)[O-].[Na+]. (6) Given the product [C:6]([C:8]1[C:16]2[C:11](=[CH:12][CH:13]=[C:14]([CH2:17][CH2:18][NH:19][C:20](=[O:34])[C:21]3[CH:26]=[CH:25][C:24]([C:27]4[CH:32]=[CH:31][N:30]=[C:29]([NH:5][CH2:4][CH2:3][CH2:2][OH:1])[N:28]=4)=[CH:23][CH:22]=3)[CH:15]=2)[NH:10][CH:9]=1)#[N:7], predict the reactants needed to synthesize it. The reactants are: [OH:1][CH2:2][CH2:3][CH2:4][NH2:5].[C:6]([C:8]1[C:16]2[C:11](=[CH:12][CH:13]=[C:14]([CH2:17][CH2:18][NH:19][C:20](=[O:34])[C:21]3[CH:26]=[CH:25][C:24]([C:27]4[CH:32]=[CH:31][N:30]=[C:29](Cl)[N:28]=4)=[CH:23][CH:22]=3)[CH:15]=2)[NH:10][CH:9]=1)#[N:7].